This data is from Reaction yield outcomes from USPTO patents with 853,638 reactions. The task is: Predict the reaction yield, written as a fraction of the theoretical maximum amount of product (1.0 means a 100% yield; for example, 0.34 means a 34% yield). (1) The reactants are [F-].[K+].[CH2:3]([O:5][C:6](=[O:34])[C:7]([F:33])([F:32])[C@@:8]([C:17]1[C:22]([F:23])=[C:21]([Si](CC)(CC)CC)[CH:20]=[C:19]([Br:31])[N:18]=1)([NH:10][S@@:11]([C:13]([CH3:16])([CH3:15])[CH3:14])=[O:12])[CH3:9])[CH3:4].C(O)(=O)C.CN(C=O)C. The catalyst is C1COCC1.C(OCC)(=O)C. The product is [CH2:3]([O:5][C:6](=[O:34])[C:7]([F:32])([F:33])[C@@:8]([C:17]1[C:22]([F:23])=[CH:21][CH:20]=[C:19]([Br:31])[N:18]=1)([NH:10][S@@:11]([C:13]([CH3:16])([CH3:14])[CH3:15])=[O:12])[CH3:9])[CH3:4]. The yield is 0.880. (2) The reactants are [CH2:1]([CH:7]([CH2:37][CH2:38][CH2:39][CH2:40][CH2:41][CH2:42][CH2:43][CH3:44])[CH2:8][CH2:9][C:10]1[CH:15]=[C:14]([O:16]C)[C:13]([CH2:18][CH2:19][CH:20]([CH2:29][CH2:30][CH2:31][CH2:32][CH2:33][CH3:34])[CH2:21][CH2:22][CH2:23][CH2:24][CH2:25][CH2:26][CH2:27][CH3:28])=[CH:12][C:11]=1[O:35]C)[CH2:2][CH2:3][CH2:4][CH2:5][CH3:6].B(Br)(Br)Br.CO.Cl. The catalyst is ClCCl.O. The product is [CH2:29]([CH:20]([CH2:21][CH2:22][CH2:23][CH2:24][CH2:25][CH2:26][CH2:27][CH3:28])[CH2:19][CH2:18][C:13]1[CH:12]=[C:11]([OH:35])[C:10]([CH2:9][CH2:8][CH:7]([CH2:1][CH2:2][CH2:3][CH2:4][CH2:5][CH3:6])[CH2:37][CH2:38][CH2:39][CH2:40][CH2:41][CH2:42][CH2:43][CH3:44])=[CH:15][C:14]=1[OH:16])[CH2:30][CH2:31][CH2:32][CH2:33][CH3:34]. The yield is 0.970. (3) The reactants are Cl[C:2]1[N:3]=[C:4]([N:13]2[CH2:18][CH2:17][N:16]([C:19](=[O:27])[CH2:20][C:21]3[CH:26]=[CH:25][CH:24]=[CH:23][CH:22]=3)[CH2:15][CH2:14]2)[C:5]2[CH:10]=[C:9]([CH2:11][CH3:12])[S:8][C:6]=2[N:7]=1.[SH:28][CH2:29][CH:30]([OH:32])[CH3:31]. The catalyst is CN(C=O)C. The product is [CH2:11]([C:9]1[S:8][C:6]2[N:7]=[C:2]([S:28][CH2:29][CH:30]([OH:32])[CH3:31])[N:3]=[C:4]([N:13]3[CH2:18][CH2:17][N:16]([C:19](=[O:27])[CH2:20][C:21]4[CH:26]=[CH:25][CH:24]=[CH:23][CH:22]=4)[CH2:15][CH2:14]3)[C:5]=2[CH:10]=1)[CH3:12]. The yield is 0.680. (4) The reactants are C[O:2][C:3]1[N:4]=[N:5][C:6]([S:9]([C:12]2[NH:13][C:14]3[C:19]([C:20]=2[Cl:21])=[CH:18][CH:17]=[CH:16][CH:15]=3)(=[O:11])=[O:10])=[CH:7][CH:8]=1.Cl. The catalyst is O1CCOCC1. The product is [Cl:21][C:20]1[C:19]2[C:14](=[CH:15][CH:16]=[CH:17][CH:18]=2)[NH:13][C:12]=1[S:9]([C:6]1[CH:7]=[CH:8][C:3](=[O:2])[NH:4][N:5]=1)(=[O:11])=[O:10]. The yield is 0.990. (5) The reactants are [C:1]([C:3]1[CH:4]=[C:5]([N:9]2[CH2:14][C@@H:13]3[CH2:15][C@H:10]2[CH2:11][N:12]3[C:16]2[CH:24]=[CH:23][C:19]([C:20](O)=[O:21])=[CH:18][CH:17]=2)[CH:6]=[CH:7][CH:8]=1)#[N:2].F[P-](F)(F)(F)(F)F.N1(O[P+](N(C)C)(N(C)C)N(C)C)C2C=CC=CC=2N=N1.Cl.[NH2:53][OH:54]. The catalyst is N1C=CC=CC=1. The product is [C:1]([C:3]1[CH:4]=[C:5]([N:9]2[CH2:14][C@@H:13]3[CH2:15][C@H:10]2[CH2:11][N:12]3[C:16]2[CH:17]=[CH:18][C:19]([C:20]([NH:53][OH:54])=[O:21])=[CH:23][CH:24]=2)[CH:6]=[CH:7][CH:8]=1)#[N:2]. The yield is 0.910. (6) The catalyst is C1COCC1.CO.O. The reactants are [OH-].[Li+].[CH3:3][C:4]1[CH:13]=[C:12]([CH3:14])[C:11]2[CH2:10][CH2:9][CH2:8][CH2:7][C:6]=2[C:5]=1[N:15]1[C:19]([C:20]([F:23])([F:22])[F:21])=[N:18][N:17]=[C:16]1[S:24][CH2:25][C:26]([O:28]CC)=[O:27]. The product is [CH3:3][C:4]1[CH:13]=[C:12]([CH3:14])[C:11]2[CH2:10][CH2:9][CH2:8][CH2:7][C:6]=2[C:5]=1[N:15]1[C:19]([C:20]([F:22])([F:21])[F:23])=[N:18][N:17]=[C:16]1[S:24][CH2:25][C:26]([OH:28])=[O:27]. The yield is 0.980.